Task: Predict the reactants needed to synthesize the given product.. Dataset: Full USPTO retrosynthesis dataset with 1.9M reactions from patents (1976-2016) (1) The reactants are: [F:1][CH:2]([F:25])[O:3][CH2:4][C@@H:5]([O:7][C:8]1[CH:9]=[C:10]([CH:21]=[C:22]([OH:24])[CH:23]=1)[C:11]([NH:13][C:14]1[CH:19]=[N:18][C:17]([CH3:20])=[CH:16][N:15]=1)=[O:12])[CH3:6].Br[C:27]1[CH:28]=[CH:29][C:30]([S:33]([CH3:36])(=[O:35])=[O:34])=[N:31][CH:32]=1.C(=O)([O-])[O-].[Cs+].[Cs+].C(OCC)(=O)C. Given the product [F:25][CH:2]([F:1])[O:3][CH2:4][C@@H:5]([O:7][C:8]1[CH:9]=[C:10]([CH:21]=[C:22]([O:24][C:27]2[CH:32]=[N:31][C:30]([S:33]([CH3:36])(=[O:35])=[O:34])=[CH:29][CH:28]=2)[CH:23]=1)[C:11]([NH:13][C:14]1[CH:19]=[N:18][C:17]([CH3:20])=[CH:16][N:15]=1)=[O:12])[CH3:6], predict the reactants needed to synthesize it. (2) Given the product [C:35]([N:38]1[CH2:43][CH2:42][N:41]([CH:28]([CH3:29])[CH2:27][O:26][C:25]2[CH:24]=[CH:23][C:22]([CH:19]3[CH2:20][CH2:21][N:16]([C:13]4[CH2:14][CH2:15][C:10]5[N:11]([C:7]([C:6]([F:34])([F:33])[F:5])=[N:8][N:9]=5)[N:12]=4)[CH2:17][CH2:18]3)=[CH:32][CH:31]=2)[CH2:40][CH2:39]1)(=[O:37])[CH3:36], predict the reactants needed to synthesize it. The reactants are: C(O)(=O)C.[F:5][C:6]([F:34])([F:33])[C:7]1[N:11]2[N:12]=[C:13]([N:16]3[CH2:21][CH2:20][CH:19]([C:22]4[CH:32]=[CH:31][C:25]([O:26][CH2:27][C:28](=O)[CH3:29])=[CH:24][CH:23]=4)[CH2:18][CH2:17]3)[CH2:14][CH2:15][C:10]2=[N:9][N:8]=1.[C:35]([N:38]1[CH2:43][CH2:42][NH:41][CH2:40][CH2:39]1)(=[O:37])[CH3:36].[O-]S([O-])(=O)=O.[Mg+2].C(O[BH-](OC(=O)C)OC(=O)C)(=O)C.[Na+]. (3) Given the product [CH2:12]([O:19][C:20]1[CH:27]=[CH:26][C:23]([C:24]2[N:2]([CH3:1])[N:3]=[C:4]([C:6]3[CH:11]=[CH:10][CH:9]=[CH:8][N:7]=3)[N:5]=2)=[C:22]([OH:28])[CH:21]=1)[C:13]1[CH:18]=[CH:17][CH:16]=[CH:15][CH:14]=1, predict the reactants needed to synthesize it. The reactants are: [CH3:1][NH:2][NH:3][C:4]([C:6]1[CH:11]=[CH:10][CH:9]=[CH:8][N:7]=1)=[NH:5].[CH2:12]([O:19][C:20]1[CH:27]=[CH:26][C:23]([CH:24]=O)=[C:22]([OH:28])[CH:21]=1)[C:13]1[CH:18]=[CH:17][CH:16]=[CH:15][CH:14]=1. (4) The reactants are: [OH:1][C:2]1[CH2:3][CH:4]([C:17]([O:19][CH3:20])=[O:18])[CH2:5][C:6](=[O:16])[C:7]=1[N:8]=NC1C=CC=CC=1.[C:21](OC(=O)C)(=[O:23])[CH3:22]. Given the product [C:21]([NH:8][C:7]1[C:6](=[O:16])[CH2:5][CH:4]([C:17]([O:19][CH3:20])=[O:18])[CH2:3][C:2]=1[OH:1])(=[O:23])[CH3:22], predict the reactants needed to synthesize it. (5) Given the product [CH3:6][O:5][C:1](=[O:4])[CH2:2][S:3][CH2:17][CH2:16][CH2:11][C:12]([O:14][CH3:15])=[O:13], predict the reactants needed to synthesize it. The reactants are: [C:1]([O:5][CH3:6])(=[O:4])[CH2:2][SH:3].C[O-].[Na+].Br[CH:11]([CH2:16][CH3:17])[C:12]([O:14][CH3:15])=[O:13]. (6) Given the product [O:20]=[C:15]([C:7]1[C:8]2[C:13](=[N:12][CH:11]=[CH:10][CH:9]=2)[NH:5][CH:6]=1)[C:16]([O:18][CH3:19])=[O:17], predict the reactants needed to synthesize it. The reactants are: [Cl-].[Al+3].[Cl-].[Cl-].[NH:5]1[C:13]2[C:8](=[CH:9][CH:10]=[CH:11][N:12]=2)[CH:7]=[CH:6]1.Cl[C:15](=[O:20])[C:16]([O:18][CH3:19])=[O:17].CO. (7) Given the product [C:35]([OH:42])(=[O:41])/[CH:36]=[CH:37]/[C:38]([OH:40])=[O:39].[F:33][C:2]([F:1])([F:34])[C:3]1[CH:28]=[C:27]([C:29]([F:30])([F:31])[F:32])[CH:26]=[CH:25][C:4]=1[CH2:5][N:6]1[CH2:7][CH2:8][CH:9](/[CH:12]=[C:13]2/[C:14]([N:19]3[CH2:23][CH2:22][CH:21]([OH:24])[CH2:20]3)=[N:15][C:16](=[O:18])[S:17]/2)[CH2:10][CH2:11]1, predict the reactants needed to synthesize it. The reactants are: [F:1][C:2]([F:34])([F:33])[C:3]1[CH:28]=[C:27]([C:29]([F:32])([F:31])[F:30])[CH:26]=[CH:25][C:4]=1[CH2:5][N:6]1[CH2:11][CH2:10][CH:9](/[CH:12]=[C:13]2/[C:14]([N:19]3[CH2:23][CH2:22][CH:21]([OH:24])[CH2:20]3)=[N:15][C:16](=[O:18])[S:17]/2)[CH2:8][CH2:7]1.[C:35]([OH:42])(=[O:41])/[CH:36]=[CH:37]/[C:38]([OH:40])=[O:39].